Dataset: Full USPTO retrosynthesis dataset with 1.9M reactions from patents (1976-2016). Task: Predict the reactants needed to synthesize the given product. (1) Given the product [OH:38][CH:2]([CH2:3][OH:34])[CH2:1][C:4]1([S:7]([NH:10][C:11]2[C:19]([NH:20][C:21]3[CH:26]=[CH:25][C:24]([I:27])=[CH:23][C:22]=3[F:28])=[C:18]([F:29])[C:14]3[N:15]=[N:16][S:17][C:13]=3[CH:12]=2)(=[O:8])=[O:9])[CH2:5][CH2:6]1, predict the reactants needed to synthesize it. The reactants are: [CH2:1]([C:4]1([S:7]([NH:10][C:11]2[C:19]([NH:20][C:21]3[CH:26]=[CH:25][C:24]([I:27])=[CH:23][C:22]=3[F:28])=[C:18]([F:29])[C:14]3[N:15]=[N:16][S:17][C:13]=3[CH:12]=2)(=[O:9])=[O:8])[CH2:6][CH2:5]1)[CH:2]=[CH2:3].C[N+]1([O-])CC[O:34]CC1.[OH2:38]. (2) Given the product [C:1]([O:5][C:6]([N:8]1[CH2:12][C@@:11]([F:14])([CH3:13])[CH2:10][C@H:9]1[C:15]([OH:17])=[O:16])=[O:7])([CH3:2])([CH3:3])[CH3:4], predict the reactants needed to synthesize it. The reactants are: [C:1]([O:5][C:6]([N:8]1[CH2:12][C@@:11]([F:14])([CH3:13])[CH2:10][C@H:9]1[C:15]([O:17]CC1C=CC=CC=1)=[O:16])=[O:7])([CH3:4])([CH3:3])[CH3:2]. (3) Given the product [Cl:1][C:2]1[CH:3]=[CH:4][C:5]2[O:9][C:8](=[O:10])[N:7]([CH3:12])[C:6]=2[CH:11]=1, predict the reactants needed to synthesize it. The reactants are: [Cl:1][C:2]1[CH:3]=[CH:4][C:5]2[O:9][C:8](=[O:10])[NH:7][C:6]=2[CH:11]=1.[C:12]([O-])([O-])=O.[Cs+].[Cs+].CI.O.